From a dataset of Full USPTO retrosynthesis dataset with 1.9M reactions from patents (1976-2016). Predict the reactants needed to synthesize the given product. (1) Given the product [CH3:4][C:2]([N:5]1[C:10]([OH:11])=[C:9]([C:30]([NH:29][CH2:45][C:49]([OH:51])=[O:50])=[O:31])[C:8](=[O:12])[N:7]([CH2:13][C:14]2[CH:19]=[CH:18][C:17]([C:20]([CH3:23])([CH3:22])[CH3:21])=[CH:16][CH:15]=2)[C:6]1=[O:24])([CH3:1])[CH3:3], predict the reactants needed to synthesize it. The reactants are: [CH3:1][C:2]([N:5]1[C:10](=[O:11])[CH2:9][C:8](=[O:12])[N:7]([CH2:13][C:14]2[CH:19]=[CH:18][C:17]([C:20]([CH3:23])([CH3:22])[CH3:21])=[CH:16][CH:15]=2)[C:6]1=[O:24])([CH3:4])[CH3:3].C([N:29]=[C:30]=[O:31])(C)(C)C.C(C1C=CC(CN)=CC=1)(C)(C)C.Cl[C:45](Cl)([C:49]([O-:51])=[O:50])C([O-])=O. (2) Given the product [O:35]=[C:33]([CH3:34])[CH:27]([NH:26][C:36](=[O:39])[CH2:37][CH3:38])[C:28]([O:30][CH2:31][CH3:32])=[O:29], predict the reactants needed to synthesize it. The reactants are: CN(C(ON1N=NC2C=CC=NC1=2)=[N+](C)C)C.F[P-](F)(F)(F)(F)F.Cl.[NH2:26][CH:27]([C:33](=[O:35])[CH3:34])[C:28]([O:30][CH2:31][CH3:32])=[O:29].[C:36](O)(=[O:39])[CH2:37][CH3:38].CN1CCOCC1. (3) The reactants are: CS[C:3]1[CH:8]=[CH:7][C:6]([C:9]2[NH:17][C:12]3=[N:13][CH:14]=[CH:15][N:16]=[C:11]3[CH:10]=2)=[CH:5][CH:4]=1.O[O:19][S:20]([O-:22])=O.[K+].Cl[CH2:25]Cl. Given the product [CH3:25][S:20]([C:3]1[CH:8]=[CH:7][C:6]([C:9]2[NH:17][C:12]3=[N:13][CH:14]=[CH:15][N:16]=[C:11]3[CH:10]=2)=[CH:5][CH:4]=1)(=[O:22])=[O:19], predict the reactants needed to synthesize it. (4) Given the product [CH3:50][O:49][C:46]1[CH:45]=[CH:44][C:43]([C:42]([O:15][CH2:14][C@H:11]2[O:10][C@@H:9]([N:16]3[CH:23]=[C:22]([CH3:24])[C:20](=[O:21])[NH:19][C:17]3=[O:18])[C@H:8]([O:7][CH2:6][O:5][CH2:4][CH2:3][C:1]#[N:2])[C@@H:12]2[OH:13])([C:51]2[CH:52]=[CH:53][CH:54]=[CH:55][CH:56]=2)[C:41]2[CH:58]=[CH:59][C:38]([O:37][CH3:36])=[CH:39][CH:40]=2)=[CH:48][CH:47]=1, predict the reactants needed to synthesize it. The reactants are: [C:1]([CH2:3][CH2:4][O:5][CH2:6][O:7][C@@H:8]1[C@H:12]([OH:13])[C@@H:11]([CH2:14][OH:15])[O:10][C@H:9]1[N:16]1[CH:23]=[C:22]([CH3:24])[C:20](=[O:21])[NH:19][C:17]1=[O:18])#[N:2].O1CCCC1.N1C=CC=CC=1.[CH3:36][O:37][C:38]1[CH:59]=[CH:58][C:41]([C:42](Cl)([C:51]2[CH:56]=[CH:55][CH:54]=[CH:53][CH:52]=2)[C:43]2[CH:48]=[CH:47][C:46]([O:49][CH3:50])=[CH:45][CH:44]=2)=[CH:40][CH:39]=1.